This data is from Retrosynthesis with 50K atom-mapped reactions and 10 reaction types from USPTO. The task is: Predict the reactants needed to synthesize the given product. (1) Given the product COc1cccc(-c2ccc(C)cc2Nc2ccnc3nc(C)ccc23)c1, predict the reactants needed to synthesize it. The reactants are: COc1cccc(-c2ccc(C)cc2N)c1.Cc1ccc2c(Cl)ccnc2n1. (2) Given the product CN(CC(=O)NC1CC1)[C@@H]1C[C@H]1c1ccccc1, predict the reactants needed to synthesize it. The reactants are: CI.O=C(CN[C@@H]1C[C@H]1c1ccccc1)NC1CC1. (3) Given the product CC(=O)Nc1c(C#N)c(C)cn1-c1c(Cl)cc(Br)cc1Br, predict the reactants needed to synthesize it. The reactants are: CC(=O)O.Cc1cn(-c2c(Cl)cc(Br)cc2Br)c(N)c1C#N. (4) Given the product COc1ccccc1NCc1c(-c2ccc(O)cc2OC)ccc2c1C(C)=CC(C)(C)N2, predict the reactants needed to synthesize it. The reactants are: COCOc1ccc(-c2ccc3c(c2CNc2ccccc2OC)C(C)=CC(C)(C)N3)c(OC)c1.